Predict the reactants needed to synthesize the given product. From a dataset of Full USPTO retrosynthesis dataset with 1.9M reactions from patents (1976-2016). The reactants are: [OH:1]O.[Br:3][C:4]1[C:12]([O:13][CH3:14])=[C:11]2[C:7]([C:8](=[O:16])C(=O)[NH:10]2)=[CH:6][CH:5]=1.[OH-].[Na+]. Given the product [NH2:10][C:11]1[C:12]([O:13][CH3:14])=[C:4]([Br:3])[CH:5]=[CH:6][C:7]=1[C:8]([OH:16])=[O:1], predict the reactants needed to synthesize it.